The task is: Predict the product of the given reaction.. This data is from Forward reaction prediction with 1.9M reactions from USPTO patents (1976-2016). (1) Given the reactants [NH2:1][C:2]1[C:3]2[S:10][CH:9]=[C:8]([C:11]([NH:13][C:14]3[C:19]([F:20])=[CH:18][CH:17]=[C:16]([N:21](CC4C=CC(OC)=CC=4)[S:22]([CH2:25][CH3:26])(=[O:24])=[O:23])[C:15]=3[F:36])=[O:12])[C:4]=2[N:5]=[CH:6][N:7]=1.ClCCl.FC(F)(F)C(O)=O, predict the reaction product. The product is: [CH2:25]([S:22]([NH:21][C:16]1[C:15]([F:36])=[C:14]([NH:13][C:11]([C:8]2[C:4]3[N:5]=[CH:6][N:7]=[C:2]([NH2:1])[C:3]=3[S:10][CH:9]=2)=[O:12])[C:19]([F:20])=[CH:18][CH:17]=1)(=[O:24])=[O:23])[CH3:26]. (2) Given the reactants [Cl:1][C:2]1[CH:29]=[CH:28][C:5]([CH2:6][NH:7][C:8]([C:10]2[C:11](=[O:27])[C:12]3[C:13]4[N:14]([CH:26]=2)[CH2:15][C:16](=[O:25])[N:17]([CH3:24])[C:18]=4[CH:19]=[C:20]([CH2:22]Cl)[CH:21]=3)=[O:9])=[CH:4][CH:3]=1.[CH3:30][NH:31][CH2:32][CH:33]([OH:41])[C:34]1[CH:35]=[CH:36][C:37]([OH:40])=[CH:38][CH:39]=1.CN(C=O)C.C(N(C(C)C)CC)(C)C, predict the reaction product. The product is: [Cl:1][C:2]1[CH:3]=[CH:4][C:5]([CH2:6][NH:7][C:8]([C:10]2[C:11](=[O:27])[C:12]3[C:13]4[N:14]([CH:26]=2)[CH2:15][C:16](=[O:25])[N:17]([CH3:24])[C:18]=4[CH:19]=[C:20]([CH2:22][N:31]([CH2:32][CH:33]([OH:41])[C:34]2[CH:39]=[CH:38][C:37]([OH:40])=[CH:36][CH:35]=2)[CH3:30])[CH:21]=3)=[O:9])=[CH:28][CH:29]=1. (3) Given the reactants [CH2:1]([O:3][C:4]([C:6]1[CH:7]=[C:8]([C:12]2[C:13]([C:18]3[CH:23]=[C:22]([Cl:24])[CH:21]=[CH:20][C:19]=3[OH:25])=[CH:14][CH:15]=[CH:16][CH:17]=2)[CH:9]=[CH:10][CH:11]=1)=[O:5])[CH3:2].C(=O)([O-])[O-].[K+].[K+].Br[CH2:33][CH2:34][CH:35]([CH3:37])[CH3:36].O, predict the reaction product. The product is: [CH2:1]([O:3][C:4]([C:6]1[CH:7]=[C:8]([C:12]2[C:13]([C:18]3[CH:23]=[C:22]([Cl:24])[CH:21]=[CH:20][C:19]=3[O:25][CH2:33][CH2:34][CH:35]([CH3:37])[CH3:36])=[CH:14][CH:15]=[CH:16][CH:17]=2)[CH:9]=[CH:10][CH:11]=1)=[O:5])[CH3:2]. (4) Given the reactants C12(P(C34CC5CC(CC(C5)C3)C4)CCCC)CC3CC(CC(C3)C1)C2.[CH:26]1([C@H:30]([NH:32][C:33]2[N:41]=[C:40]([C:42]#[N:43])[N:39]=[C:38]3[C:34]=2[N:35]([CH2:44][C:45]2[CH:50]=[CH:49][C:48]([C:51]([F:54])([F:53])[F:52])=[CH:47][CH:46]=2)[CH:36]=[N:37]3)[CH3:31])[CH2:29][CH2:28][CH2:27]1.Br[C:56]1[CH:57]=[C:58]([CH:62]=[CH:63][C:64]=1[O:65][C:66]([F:69])([F:68])[F:67])[N:59]([CH3:61])[CH3:60].[F-].[Cs+].C(O)(=O)C(C)(C)C, predict the reaction product. The product is: [CH:26]1([C@H:30]([NH:32][C:33]2[N:41]=[C:40]([C:42]#[N:43])[N:39]=[C:38]3[C:34]=2[N:35]([CH2:44][C:45]2[CH:46]=[CH:47][C:48]([C:51]([F:52])([F:53])[F:54])=[CH:49][CH:50]=2)[C:36]([C:56]2[CH:57]=[C:58]([N:59]([CH3:60])[CH3:61])[CH:62]=[CH:63][C:64]=2[O:65][C:66]([F:67])([F:69])[F:68])=[N:37]3)[CH3:31])[CH2:29][CH2:28][CH2:27]1. (5) Given the reactants [CH3:1][O:2][C:3]([CH2:5][O:6][C:7]1[CH:8]=[C:9]([C:13](=[O:46])[CH2:14][N:15]2[C:24](=[O:25])[C:23]3[N:22]([CH2:26][CH:27]=[C:28]([CH3:30])[CH3:29])[C:21]([N:31]4[CH2:36][CH2:35][CH2:34][CH:33]([NH:37]C(OC(C)(C)C)=O)[CH2:32]4)=[N:20][C:19]=3[N:18]([CH3:45])[C:16]2=[O:17])[CH:10]=[CH:11][CH:12]=1)=[O:4].FC(F)(F)C(O)=O, predict the reaction product. The product is: [CH3:1][O:2][C:3]([CH2:5][O:6][C:7]1[CH:8]=[C:9]([C:13](=[O:46])[CH2:14][N:15]2[C:24](=[O:25])[C:23]3[N:22]([CH2:26][CH:27]=[C:28]([CH3:30])[CH3:29])[C:21]([N:31]4[CH2:36][CH2:35][CH2:34][CH:33]([NH2:37])[CH2:32]4)=[N:20][C:19]=3[N:18]([CH3:45])[C:16]2=[O:17])[CH:10]=[CH:11][CH:12]=1)=[O:4]. (6) Given the reactants C[O:2][C:3]([C:5]1[CH:10]=[CH:9][C:8]([C:11]2[C:12]([CH3:55])([CH3:54])[C@H:13]3[C@:26]([CH3:29])([CH2:27][CH:28]=2)[C@@H:25]2[C@:16]([CH3:53])([C@@:17]4([CH3:52])[C@H:22]([CH2:23][CH2:24]2)[C@H:21]2[C@H:30]([C:33]([CH3:35])=[CH2:34])[CH2:31][CH2:32][C@:20]2([C:36]([NH:38][CH2:39][CH2:40][N:41]([CH2:47][C:48]([O:50]C)=[O:49])[CH2:42][C:43]([O:45]C)=[O:44])=[O:37])[CH2:19][CH2:18]4)[CH2:15][CH2:14]3)=[CH:7][CH:6]=1)=[O:4].[OH-].[Na+], predict the reaction product. The product is: [C:3]([C:5]1[CH:6]=[CH:7][C:8]([C:11]2[C:12]([CH3:55])([CH3:54])[C@H:13]3[C@:26]([CH3:29])([CH2:27][CH:28]=2)[C@@H:25]2[C@:16]([CH3:53])([C@@:17]4([CH3:52])[C@H:22]([CH2:23][CH2:24]2)[C@H:21]2[C@H:30]([C:33]([CH3:35])=[CH2:34])[CH2:31][CH2:32][C@:20]2([C:36]([NH:38][CH2:39][CH2:40][N:41]([CH2:47][C:48]([OH:50])=[O:49])[CH2:42][C:43]([OH:45])=[O:44])=[O:37])[CH2:19][CH2:18]4)[CH2:15][CH2:14]3)=[CH:9][CH:10]=1)([OH:4])=[O:2].